This data is from Full USPTO retrosynthesis dataset with 1.9M reactions from patents (1976-2016). The task is: Predict the reactants needed to synthesize the given product. (1) Given the product [CH3:1][O:2][C:3]([C:4]1[N:21]=[C:20]([CH:17]2[CH2:19][CH2:18]2)[S:22][C:5]=1[C:6]1[CH:11]=[CH:10][C:9]([CH3:12])=[C:8]([F:13])[CH:7]=1)=[O:16], predict the reactants needed to synthesize it. The reactants are: [CH3:1][O:2][C:3](=[O:16])[C:4](=O)[CH:5](Cl)[C:6]1[CH:11]=[CH:10][C:9]([CH3:12])=[C:8]([F:13])[CH:7]=1.[CH:17]1([C:20](=[S:22])[NH2:21])[CH2:19][CH2:18]1. (2) Given the product [CH:1]([C@:4]1([C:10]([N:12]2[CH2:13][CH:14]=[C:15]([C:18]3[CH:19]=[N:20][CH:21]=[C:22]([C:24]([F:27])([F:26])[F:25])[CH:23]=3)[CH2:16][CH2:17]2)=[O:11])[CH2:8][CH2:7][C@@H:6]([NH:9][CH:35]2[CH2:34][CH2:33][O:32][CH2:31][CH:30]2[O:29][CH3:28])[CH2:5]1)([CH3:3])[CH3:2], predict the reactants needed to synthesize it. The reactants are: [CH:1]([C@:4]1([C:10]([N:12]2[CH2:17][CH:16]=[C:15]([C:18]3[CH:19]=[N:20][CH:21]=[C:22]([C:24]([F:27])([F:26])[F:25])[CH:23]=3)[CH2:14][CH2:13]2)=[O:11])[CH2:8][CH2:7][C@@H:6]([NH2:9])[CH2:5]1)([CH3:3])[CH3:2].[CH3:28][O:29][CH:30]1[C:35](=O)[CH2:34][CH2:33][O:32][CH2:31]1.C(N(CC)CC)C.C(O[BH-](OC(=O)C)OC(=O)C)(=O)C.[Na+].